From a dataset of Full USPTO retrosynthesis dataset with 1.9M reactions from patents (1976-2016). Predict the reactants needed to synthesize the given product. (1) Given the product [N+:8]([C:5]1[CH:6]=[CH:7][C:2]([NH:21][CH2:20][C:19]2[CH:22]=[CH:23][C:16]([F:15])=[CH:17][CH:18]=2)=[C:3]([N+:12]([O-:14])=[O:13])[C:4]=1[NH2:11])([O-:10])=[O:9], predict the reactants needed to synthesize it. The reactants are: F[C:2]1[CH:7]=[CH:6][C:5]([N+:8]([O-:10])=[O:9])=[C:4]([NH2:11])[C:3]=1[N+:12]([O-:14])=[O:13].[F:15][C:16]1[CH:23]=[CH:22][C:19]([CH2:20][NH2:21])=[CH:18][CH:17]=1.C(N(CC)CC)C.II. (2) Given the product [Cl:1][C:2]1[CH:3]=[C:4]([C:16]#[C:15][C:17]2[CH:22]=[CH:21][C:20]([NH:23][C:24](=[O:27])[CH:25]=[CH2:26])=[CH:19][CH:18]=2)[CH:5]=[C:6]([N:8]2[CH2:13][CH2:12][O:11][CH2:10][CH2:9]2)[N:7]=1, predict the reactants needed to synthesize it. The reactants are: [Cl:1][C:2]1[N:7]=[C:6]([N:8]2[CH2:13][CH2:12][O:11][CH2:10][CH2:9]2)[CH:5]=[C:4](I)[CH:3]=1.[C:15]([C:17]1[CH:22]=[CH:21][C:20]([NH:23][C:24](=[O:27])[CH:25]=[CH2:26])=[CH:19][CH:18]=1)#[CH:16].C(C1C=CC(N)=CC=1)#C.C(Cl)(=O)C=C.CCN(C(C)C)C(C)C.